Dataset: TCR-epitope binding with 47,182 pairs between 192 epitopes and 23,139 TCRs. Task: Binary Classification. Given a T-cell receptor sequence (or CDR3 region) and an epitope sequence, predict whether binding occurs between them. (1) The epitope is RLRAEAQVK. The TCR CDR3 sequence is CASSPMRGALLEQYF. Result: 1 (the TCR binds to the epitope). (2) The epitope is TLIGDCATV. The TCR CDR3 sequence is CASSPGVTSGRMGEQYF. Result: 0 (the TCR does not bind to the epitope).